From a dataset of Forward reaction prediction with 1.9M reactions from USPTO patents (1976-2016). Predict the product of the given reaction. (1) Given the reactants [CH3:1][C:2]1[CH:7]=[CH:6][C:5]([S:8]([O:11][CH:12]([CH3:41])[CH2:13][C:14]2[N:26]=[C:25]3[N:16]([C:17]([NH:29]CC4C=CC(OC)=CC=4OC)=[N:18][C:19]4[C:20]([O:27][CH3:28])=[CH:21][CH:22]=[CH:23][C:24]=43)[N:15]=2)(=[O:10])=[O:9])=[CH:4][CH:3]=1.C(O)(C(F)(F)F)=O, predict the reaction product. The product is: [CH3:1][C:2]1[CH:7]=[CH:6][C:5]([S:8]([O:11][CH:12]([CH3:41])[CH2:13][C:14]2[N:26]=[C:25]3[N:16]([C:17]([NH2:29])=[N:18][C:19]4[C:20]([O:27][CH3:28])=[CH:21][CH:22]=[CH:23][C:24]=43)[N:15]=2)(=[O:9])=[O:10])=[CH:4][CH:3]=1. (2) Given the reactants [C:1]1([C:7]2[N:16]=[C:15]3[C:10]([CH2:11][CH2:12][CH2:13][NH:14]3)=[CH:9][CH:8]=2)[CH:6]=[CH:5][CH:4]=[CH:3][CH:2]=1.C1(P(C2CCCCC2)C2C=CC=CC=2C2C=CC=CC=2N(C)C)CCCCC1.[Li+].C[Si]([N-][Si](C)(C)C)(C)C.Cl[C:56]1[CH:61]=[C:60]([C:62]([F:65])([F:64])[F:63])[N:59]=[C:58]([S:66][CH3:67])[N:57]=1, predict the reaction product. The product is: [CH3:67][S:66][C:58]1[N:57]=[C:56]([N:14]2[C:15]3[C:10](=[CH:9][CH:8]=[C:7]([C:1]4[CH:2]=[CH:3][CH:4]=[CH:5][CH:6]=4)[N:16]=3)[CH2:11][CH2:12][CH2:13]2)[CH:61]=[C:60]([C:62]([F:65])([F:63])[F:64])[N:59]=1. (3) Given the reactants [CH2:1]([N:8]1[CH2:13][CH2:12][CH:11]([NH:14][C:15]2[N:20]=[CH:19][C:18]([CH2:21][OH:22])=[CH:17][CH:16]=2)[CH2:10][CH2:9]1)[C:2]1[CH:7]=[CH:6][CH:5]=[CH:4][CH:3]=1, predict the reaction product. The product is: [CH2:1]([N:8]1[CH2:13][CH2:12][CH:11]([NH:14][C:15]2[CH:16]=[CH:17][C:18]([CH:21]=[O:22])=[CH:19][N:20]=2)[CH2:10][CH2:9]1)[C:2]1[CH:3]=[CH:4][CH:5]=[CH:6][CH:7]=1. (4) Given the reactants [CH:1]1([NH2:4])[CH2:3][CH2:2]1.[C:5]([CH2:7][C:8](OCC)=[O:9])#[N:6], predict the reaction product. The product is: [C:5]([CH2:7][C:8]([NH:4][CH:1]1[CH2:3][CH2:2]1)=[O:9])#[N:6]. (5) Given the reactants [OH:1][CH:2]1[CH2:7][CH2:6][N:5]([C:8]([N:10]2[CH2:15][CH:14]([C:16]3[CH:21]=[CH:20][C:19]([O:22][C:23]([F:26])([F:25])[F:24])=[CH:18][CH:17]=3)[CH2:13][CH:12]([C:27](O)=O)[CH2:11]2)=[O:9])[CH2:4][CH2:3]1.[F:30][C:31]1[CH:36]=[CH:35][CH:34]=[CH:33][C:32]=1[C:37](=[NH:40])[NH:38][OH:39], predict the reaction product. The product is: [F:30][C:31]1[CH:36]=[CH:35][CH:34]=[CH:33][C:32]=1[C:37]1[N:40]=[C:27]([CH:12]2[CH2:13][CH:14]([C:16]3[CH:21]=[CH:20][C:19]([O:22][C:23]([F:24])([F:26])[F:25])=[CH:18][CH:17]=3)[CH2:15][N:10]([C:8]([N:5]3[CH2:6][CH2:7][CH:2]([OH:1])[CH2:3][CH2:4]3)=[O:9])[CH2:11]2)[O:39][N:38]=1. (6) The product is: [NH2:8][C:5]1[CH:6]=[CH:7][C:2]([C:15]#[N:16])=[C:3]([Cl:13])[C:4]=1[CH3:12]. Given the reactants Br[C:2]1[CH:7]=[CH:6][C:5]([NH:8]C(=O)C)=[C:4]([CH3:12])[C:3]=1[Cl:13].[Cu](C#N)[C:15]#[N:16].C(N)CN.O, predict the reaction product. (7) Given the reactants Cl[C:2]1[N:7]=[CH:6][C:5]([C:8]2[O:12][N:11]=[C:10]([C:13]3[N:18]=[C:17]([N:19]([CH3:26])[C:20]4[CH:25]=[CH:24][CH:23]=[CH:22][CH:21]=4)[N:16]=[C:15]([NH2:27])[N:14]=3)[N:9]=2)=[CH:4][CH:3]=1.[OH:28]C1N=CC(C(O)=O)=CC=1.S(Cl)(Cl)=O.NC1N=C(N(C)C2C=CC=CC=2)N=C(C(=N)NO)N=1.NC1N=C(N(C)C2C=CC=C(C)C=2)N=C(C(NO)=N)N=1, predict the reaction product. The product is: [NH2:27][C:15]1[N:16]=[C:17]([N:19]([CH3:26])[C:20]2[CH:25]=[CH:24][CH:23]=[CH:22][CH:21]=2)[N:18]=[C:13]([C:10]2[N:9]=[C:8]([C:5]3[CH:4]=[CH:3][C:2]([OH:28])=[N:7][CH:6]=3)[O:12][N:11]=2)[N:14]=1. (8) Given the reactants [CH3:1][C@:2]([NH:26]C(=O)OC(C)(C)C)([C:5](=[O:25])[NH:6][C:7]1[CH:8]=[N:9][C:10]([O:13][C:14]2[CH:23]=[CH:22][CH:21]=[C:20]3[C:15]=2[CH2:16][CH:17]([CH3:24])[CH2:18][O:19]3)=[CH:11][CH:12]=1)[CH2:3][CH3:4].C(O)(C(F)(F)F)=O, predict the reaction product. The product is: [NH2:26][C@:2]([CH3:1])([CH2:3][CH3:4])[C:5]([NH:6][C:7]1[CH:8]=[N:9][C:10]([O:13][C:14]2[CH:23]=[CH:22][CH:21]=[C:20]3[C:15]=2[CH2:16][CH:17]([CH3:24])[CH2:18][O:19]3)=[CH:11][CH:12]=1)=[O:25].